This data is from Forward reaction prediction with 1.9M reactions from USPTO patents (1976-2016). The task is: Predict the product of the given reaction. Given the reactants [CH2:1]([NH:4][C:5]1[N:10]=[C:9]([NH:11][CH2:12][CH2:13][CH3:14])[N:8]=[C:7]([N:15](C)[O:16][CH3:17])[N:6]=1)[CH2:2][CH3:3].Cl.CON.[OH-].[Na+], predict the reaction product. The product is: [CH2:1]([NH:4][C:5]1[N:10]=[C:9]([NH:11][CH2:12][CH2:13][CH3:14])[N:8]=[C:7]([NH:15][O:16][CH3:17])[N:6]=1)[CH2:2][CH3:3].